From a dataset of Catalyst prediction with 721,799 reactions and 888 catalyst types from USPTO. Predict which catalyst facilitates the given reaction. (1) The catalyst class is: 11. Reactant: ClC(Cl)(OC(=O)OC(Cl)(Cl)Cl)Cl.[N:13]1([C:19]([C:21]2[NH:25][C:24]([CH2:26][C:27]([OH:29])=[O:28])=[CH:23][CH:22]=2)=[O:20])[CH2:18][CH2:17][O:16][CH2:15][CH2:14]1.[CH2:30](OC(=O)CC1NC=CC=1)[CH3:31].N1CCOCC1.CCN(CC)CC. Product: [CH2:30]([O:28][C:27](=[O:29])[CH2:26][C:24]1[NH:25][C:21]([C:19]([N:13]2[CH2:18][CH2:17][O:16][CH2:15][CH2:14]2)=[O:20])=[CH:22][CH:23]=1)[CH3:31]. (2) Reactant: [Cl:1][C:2]1[C:11]2[N:10]([CH3:12])[O:9][C@H:8]3[NH:13][C@H:14]([C:16]([O:18][C@@H:19]4[C@:28]5([OH:29])[C@@H:23]([C@H:24]([CH:31]([CH3:34])[CH2:32][OH:33])[CH2:25][CH2:26][C@H:27]5[CH3:30])[CH:22]=[C:21]([CH3:35])[C@H:20]4[O:36][C:37](=[O:39])[CH3:38])=[O:17])[CH2:15][C@@:7]3([OH:40])[C:6]=2[CH:5]=[CH:4][CH:3]=1.[C:41](N1C=CN=C1)([N:43]1[CH:47]=[CH:46][N:45]=[CH:44]1)=[O:42]. Product: [Cl:1][C:2]1[C:11]2[N:10]([CH3:12])[O:9][C@H:8]3[NH:13][C@H:14]([C:16]([O:18][C@@H:19]4[C@:28]5([OH:29])[C@@H:23]([C@H:24]([CH:31]([CH3:34])[CH2:32][O:33][C:41]([N:43]6[CH:47]=[CH:46][N:45]=[CH:44]6)=[O:42])[CH2:25][CH2:26][C@H:27]5[CH3:30])[CH:22]=[C:21]([CH3:35])[C@H:20]4[O:36][C:37](=[O:39])[CH3:38])=[O:17])[CH2:15][C@@:7]3([OH:40])[C:6]=2[CH:5]=[CH:4][CH:3]=1. The catalyst class is: 46. (3) Reactant: [Br:1][C:2]1[CH:11]=[C:10]([O:12][C@@H:13]([C@H:15]2[CH2:19][N:18]([C@@H](C3C=CC=CC=3)C)[C:17](=[O:28])[CH2:16]2)[CH3:14])[C:5]2[N:6]([CH3:9])[CH:7]=[N:8][C:4]=2[CH:3]=1. Product: [Br:1][C:2]1[CH:11]=[C:10]([O:12][C@@H:13]([C@H:15]2[CH2:19][NH:18][C:17](=[O:28])[CH2:16]2)[CH3:14])[C:5]2[N:6]([CH3:9])[CH:7]=[N:8][C:4]=2[CH:3]=1. The catalyst class is: 67.